Dataset: Full USPTO retrosynthesis dataset with 1.9M reactions from patents (1976-2016). Task: Predict the reactants needed to synthesize the given product. (1) Given the product [F:42][C:6]1[CH:7]=[C:8]([CH:40]=[CH:41][C:5]=1[OH:4])[C:9]([N:11]([CH:37]([CH3:39])[CH3:38])[C:12]1[CH:17]=[C:16]([O:18][CH3:19])[CH:15]=[CH:14][C:13]=1[CH:20]1[CH2:29][CH2:28][C:27]2[CH:26]=[C:25]([O:30][C:31](=[O:36])[C:32]([CH3:33])([CH3:34])[CH3:35])[CH:24]=[CH:23][C:22]=2[CH2:21]1)=[O:10], predict the reactants needed to synthesize it. The reactants are: C([O:4][C:5]1[CH:41]=[CH:40][C:8]([C:9]([N:11]([CH:37]([CH3:39])[CH3:38])[C:12]2[CH:17]=[C:16]([O:18][CH3:19])[CH:15]=[CH:14][C:13]=2[CH:20]2[CH2:29][CH2:28][C:27]3[CH:26]=[C:25]([O:30][C:31](=[O:36])[C:32]([CH3:35])([CH3:34])[CH3:33])[CH:24]=[CH:23][C:22]=3[CH2:21]2)=[O:10])=[CH:7][C:6]=1[F:42])(=O)C.O.C(=O)([O-])[O-].[K+].[K+]. (2) Given the product [F:12][C:9]1[CH:10]=[C:11]2[C:6](=[CH:7][CH:8]=1)[N:5]=[CH:4][C:3]([N+:13]([O-:15])=[O:14])=[C:2]2[NH:19][C:18]1[CH:20]=[CH:21][CH:22]=[CH:23][C:17]=1[F:16], predict the reactants needed to synthesize it. The reactants are: Cl[C:2]1[C:11]2[C:6](=[CH:7][CH:8]=[C:9]([F:12])[CH:10]=2)[N:5]=[CH:4][C:3]=1[N+:13]([O-:15])=[O:14].[F:16][C:17]1[CH:23]=[CH:22][CH:21]=[CH:20][C:18]=1[NH2:19].O. (3) Given the product [CH3:21][C@H:19]1[O:20][C@@H:15]([CH3:14])[CH2:16][N:17]([C:2]2[N:7]=[C:6]([C:8]3[CH:12]=[CH:11][O:10][C:9]=3[CH3:13])[CH:5]=[CH:4][N:3]=2)[CH2:18]1, predict the reactants needed to synthesize it. The reactants are: Cl[C:2]1[N:7]=[C:6]([C:8]2[CH:12]=[CH:11][O:10][C:9]=2[CH3:13])[CH:5]=[CH:4][N:3]=1.[CH3:14][C@H:15]1[O:20][C@@H:19]([CH3:21])[CH2:18][NH:17][CH2:16]1.C(=O)([O-])[O-].[K+].[K+]. (4) Given the product [NH2:22][CH2:21][C:11]1[C:12]([CH2:17][CH:18]([CH3:20])[CH3:19])=[N:13][C:14]2[C:9]([C:10]=1[C:30]1[CH:31]=[CH:32][C:33]([CH3:36])=[CH:34][CH:35]=1)=[CH:8][C:7]([O:6][CH2:5][CH2:4][CH2:3][C:2]([NH2:1])=[O:37])=[CH:16][CH:15]=2, predict the reactants needed to synthesize it. The reactants are: [NH2:1][C:2](=[O:37])[CH2:3][CH2:4][CH2:5][O:6][C:7]1[CH:8]=[C:9]2[C:14](=[CH:15][CH:16]=1)[N:13]=[C:12]([CH2:17][CH:18]([CH3:20])[CH3:19])[C:11]([CH2:21][NH:22]C(=O)OC(C)(C)C)=[C:10]2[C:30]1[CH:35]=[CH:34][C:33]([CH3:36])=[CH:32][CH:31]=1.